Dataset: Full USPTO retrosynthesis dataset with 1.9M reactions from patents (1976-2016). Task: Predict the reactants needed to synthesize the given product. (1) Given the product [C:1]1([C:7]2[N:11]=[C:10]([N:12]3[CH2:17][CH2:16][NH:15][CH2:14][CH2:13]3)[S:9][N:8]=2)[CH:2]=[CH:3][CH:4]=[CH:5][CH:6]=1, predict the reactants needed to synthesize it. The reactants are: [C:1]1([C:7]2[N:11]=[C:10]([N:12]3[CH2:17][CH2:16][N:15](C(OC(C)(C)C)=O)[CH2:14][CH2:13]3)[S:9][N:8]=2)[CH:6]=[CH:5][CH:4]=[CH:3][CH:2]=1.Cl.CCCCCC. (2) Given the product [CH2:3]([C:5]1[N:6]([CH2:25][O:24][CH2:23][CH2:22][Si:21]([CH3:28])([CH3:27])[CH3:20])[N:7]=[C:8]2[C:13]=1[CH:12]=[CH:11][C:10]([C:14]([N:16]([O:18][CH3:19])[CH3:17])=[O:15])=[CH:9]2)[CH3:4], predict the reactants needed to synthesize it. The reactants are: [H-].[Na+].[CH2:3]([C:5]1[C:13]2[C:8](=[CH:9][C:10]([C:14]([N:16]([O:18][CH3:19])[CH3:17])=[O:15])=[CH:11][CH:12]=2)[NH:7][N:6]=1)[CH3:4].[CH3:20][Si:21]([CH3:28])([CH3:27])[CH2:22][CH2:23][O:24][CH2:25]Cl. (3) Given the product [F:1][C:2]1[CH:7]=[C:6]([C:27]2[CH:28]=[CH:29][CH:30]=[CH:31][C:26]=2[C:25]([F:34])([F:33])[F:24])[CH:5]=[CH:4][C:3]=1[C:17]1[N:18]=[CH:19][C:20]([NH2:23])=[N:21][CH:22]=1, predict the reactants needed to synthesize it. The reactants are: [F:1][C:2]1[CH:7]=[C:6](B2OC(C)(C)C(C)(C)O2)[CH:5]=[CH:4][C:3]=1[C:17]1[N:18]=[CH:19][C:20]([NH2:23])=[N:21][CH:22]=1.[F:24][C:25]([F:34])([F:33])[C:26]1[CH:31]=[CH:30][CH:29]=[CH:28][C:27]=1Br. (4) The reactants are: [C:1]([O:5][C:6](=[O:27])[CH2:7][C@H:8]([NH:19][C:20]([O:22][C:23]([CH3:26])([CH3:25])[CH3:24])=[O:21])[CH2:9][C:10]1[CH:18]=[CH:17][CH:16]=[CH:15][C:11]=1[C:12]([OH:14])=O)([CH3:4])([CH3:3])[CH3:2].ON1C(=O)CCC1=O.C1(N=C=NC2CCCCC2)CCCCC1.Cl.[Cl:52][CH2:53][CH2:54][NH:55][CH2:56][CH2:57][Cl:58].C(N(CC)CC)C. Given the product [Cl:52][CH2:53][CH2:54][N:55]([CH2:56][CH2:57][Cl:58])[C:12]([C:11]1[CH:15]=[CH:16][CH:17]=[CH:18][C:10]=1[CH2:9][C@@H:8]([NH:19][C:20]([O:22][C:23]([CH3:25])([CH3:24])[CH3:26])=[O:21])[CH2:7][C:6]([O:5][C:1]([CH3:2])([CH3:4])[CH3:3])=[O:27])=[O:14], predict the reactants needed to synthesize it. (5) Given the product [CH3:44][N:39]([C:31]1[N:30]=[C:29]([NH:28][CH2:25][CH2:26][CH3:27])[N:34]=[C:33]([NH:35][CH2:36][C:37]#[CH:38])[N:32]=1)[O:40][CH2:41][C:42]#[CH:43], predict the reactants needed to synthesize it. The reactants are: ClC1N=C(NNCC#C)N=C(NNCCC)N=1.Cl.CNOCC#C.[CH2:25]([NH:28][C:29]1[N:34]=[C:33]([NH:35][CH2:36][CH2:37][CH3:38])[N:32]=[C:31]([N:39]([CH3:44])[O:40][CH2:41][C:42]#[CH:43])[N:30]=1)[CH2:26][CH3:27]. (6) Given the product [C:1]([C:5]1[CH:25]=[CH:24][C:8]([CH2:9][N:10]2[C:14](=[O:15])[N:13]([CH2:16][CH2:17][CH2:18][CH2:19][CH2:20][CH3:21])[C:12]([CH2:22][O:23][C:39]([C:38]3[CH:42]=[CH:43][C:35]([O:34][C:32]([CH3:33])([CH3:44])[C:31]([OH:45])=[O:30])=[CH:36][CH:37]=3)=[O:40])=[N:11]2)=[CH:7][CH:6]=1)([CH3:2])([CH3:3])[CH3:4], predict the reactants needed to synthesize it. The reactants are: [C:1]([C:5]1[CH:25]=[CH:24][C:8]([CH2:9][N:10]2[C:14](=[O:15])[N:13]([CH2:16][CH2:17][CH2:18][CH2:19][CH2:20][CH3:21])[C:12]([CH2:22][OH:23])=[N:11]2)=[CH:7][CH:6]=1)([CH3:4])([CH3:3])[CH3:2].C([O:30][C:31](=[O:45])[C:32]([CH3:44])([O:34][C:35]1[CH:43]=[CH:42][C:38]([C:39](O)=[O:40])=[CH:37][CH:36]=1)[CH3:33])(C)(C)C.C(Cl)CCl. (7) Given the product [CH2:14]([O:16][P:17]([C:2]1[CH:7]=[CH:6][C:5]([CH:8]([CH3:13])[C:9]([O:11][CH3:12])=[O:10])=[CH:4][CH:3]=1)([O:18][CH2:19][CH3:20])=[O:21])[CH3:15], predict the reactants needed to synthesize it. The reactants are: Br[C:2]1[CH:7]=[CH:6][C:5]([CH:8]([CH3:13])[C:9]([O:11][CH3:12])=[O:10])=[CH:4][CH:3]=1.[CH2:14]([O:16][P:17]([O-:21])[O:18][CH2:19][CH3:20])[CH3:15].C(N(CC)CC)C. (8) Given the product [CH3:28][O:29][C:30](=[O:39])[C:31]1[CH:36]=[CH:35][CH:34]=[C:33]([CH2:37][N:3]2[C:4]3[C:9](=[CH:8][C:7]([C:11]([OH:20])([C:16]([F:17])([F:18])[F:19])[C:12]([F:14])([F:15])[F:13])=[CH:6][CH:5]=3)[CH2:10][CH:2]2[CH3:1])[CH:32]=1, predict the reactants needed to synthesize it. The reactants are: [CH3:1][CH:2]1[CH2:10][C:9]2[C:4](=[CH:5][CH:6]=[C:7]([C:11]([O:20][Si](CC)(CC)CC)([C:16]([F:19])([F:18])[F:17])[C:12]([F:15])([F:14])[F:13])[CH:8]=2)[NH:3]1.[CH3:28][O:29][C:30](=[O:39])[C:31]1[CH:36]=[CH:35][CH:34]=[C:33]([CH2:37]Cl)[CH:32]=1.CCCC[N+](CCCC)(CCCC)CCCC.[F-].